Dataset: Catalyst prediction with 721,799 reactions and 888 catalyst types from USPTO. Task: Predict which catalyst facilitates the given reaction. The catalyst class is: 9. Product: [NH2:24][C:22]([C:21]1[CH:25]=[CH:26][C:18]([NH:17][C:14]([CH:10]2[CH2:11][CH2:12][CH2:13][N:8]([CH2:1][C:2]3[CH:3]=[CH:4][CH:5]=[CH:6][CH:7]=3)[CH2:9]2)=[O:16])=[CH:19][CH:20]=1)=[O:23]. Reactant: [CH2:1]([N:8]1[CH2:13][CH2:12][CH2:11][CH:10]([C:14]([OH:16])=O)[CH2:9]1)[C:2]1[CH:7]=[CH:6][CH:5]=[CH:4][CH:3]=1.[NH2:17][C:18]1[CH:26]=[CH:25][C:21]([C:22]([NH2:24])=[O:23])=[CH:20][CH:19]=1.C(N(CC)CC)C.Cl.C(N=C=NCCCN(C)C)C.O.ON1C2C=CC=CC=2N=N1.C(=O)([O-])O.[Na+].